This data is from Forward reaction prediction with 1.9M reactions from USPTO patents (1976-2016). The task is: Predict the product of the given reaction. (1) Given the reactants [OH:1][C:2]1[CH:3]=[C:4]([CH:8]([NH:10][C:11](=[O:17])[O:12][C:13]([CH3:16])([CH3:15])[CH3:14])[CH3:9])[CH:5]=[CH:6][CH:7]=1.[Cl:18][C:19]1[CH:20]=[CH:21][C:22](F)=[C:23]([CH:26]=1)[C:24]#[N:25].C(=O)([O-])[O-].[Cs+].[Cs+], predict the reaction product. The product is: [Cl:18][C:19]1[CH:20]=[CH:21][C:22]([O:1][C:2]2[CH:3]=[C:4]([CH:8]([NH:10][C:11](=[O:17])[O:12][C:13]([CH3:16])([CH3:15])[CH3:14])[CH3:9])[CH:5]=[CH:6][CH:7]=2)=[C:23]([C:24]#[N:25])[CH:26]=1. (2) Given the reactants Br[CH2:2][CH:3]1[CH2:5][CH2:4]1.C(=O)([O-])[O-].[K+].[K+].[N:12]1([C:19]([O:21][C:22]([CH3:25])([CH3:24])[CH3:23])=[O:20])[CH2:18][CH2:17][CH2:16][NH:15][CH2:14][CH2:13]1, predict the reaction product. The product is: [CH:5]1([CH2:4][N:15]2[CH2:16][CH2:17][CH2:18][N:12]([C:19]([O:21][C:22]([CH3:25])([CH3:24])[CH3:23])=[O:20])[CH2:13][CH2:14]2)[CH2:3][CH2:2]1. (3) Given the reactants Cl[CH2:2][C:3]([N:5]1[CH2:10][CH2:9][N:8]([C:11]2[CH:16]=[CH:15][C:14]([Cl:17])=[C:13]([O:18][CH3:19])[CH:12]=2)[CH2:7][CH2:6]1)=[O:4].[Cl:20][C:21]1[CH:31]=[CH:30][C:24]2[NH:25][C:26](=[O:29])[CH2:27][O:28][C:23]=2[CH:22]=1.C(=O)([O-])[O-].[Cs+].[Cs+], predict the reaction product. The product is: [Cl:20][C:21]1[CH:31]=[CH:30][C:24]2[N:25]([CH2:2][C:3]([N:5]3[CH2:10][CH2:9][N:8]([C:11]4[CH:16]=[CH:15][C:14]([Cl:17])=[C:13]([O:18][CH3:19])[CH:12]=4)[CH2:7][CH2:6]3)=[O:4])[C:26](=[O:29])[CH2:27][O:28][C:23]=2[CH:22]=1. (4) Given the reactants Br[CH2:2][C:3]([O:5][CH3:6])=[O:4].C([O-])([O-])=O.[K+].[K+].[OH:13][C:14]1[CH:21]=[C:20]([N:22]2[CH2:27][CH2:26][O:25][CH2:24][CH2:23]2)[CH:19]=[CH:18][C:15]=1[CH:16]=O, predict the reaction product. The product is: [O:25]1[CH2:24][CH2:23][N:22]([C:20]2[CH:19]=[CH:18][C:15]3[CH:16]=[C:2]([C:3]([O:5][CH3:6])=[O:4])[O:13][C:14]=3[CH:21]=2)[CH2:27][CH2:26]1. (5) Given the reactants [CH2:1]([S:8][C:9]1[N:14]2[N:15]=[CH:16][CH:17]=[C:13]2[N:12]=[C:11](Cl)[CH:10]=1)[C:2]1[CH:7]=[CH:6][CH:5]=[CH:4][CH:3]=1.[Cl:19][C:20]1[CH:21]=[C:22]([CH:24]=[CH:25][CH:26]=1)[NH2:23].Cl.O1CCOCC1, predict the reaction product. The product is: [CH2:1]([S:8][C:9]1[N:14]2[N:15]=[CH:16][CH:17]=[C:13]2[N:12]=[C:11]([NH:23][C:22]2[CH:24]=[CH:25][CH:26]=[C:20]([Cl:19])[CH:21]=2)[CH:10]=1)[C:2]1[CH:7]=[CH:6][CH:5]=[CH:4][CH:3]=1. (6) Given the reactants [Cl:1][C:2]1[N:3]=[CH:4][N:5](Cl)[CH:6]([Cl:8])[N:7]=1.[Br:10][C:11]1[CH:17]=[C:16]([CH3:18])[CH:15]=[CH:14][C:12]=1[NH2:13], predict the reaction product. The product is: [Br:10][C:11]1[CH:17]=[C:16]([CH3:18])[CH:15]=[CH:14][C:12]=1[NH:13][C:4]1[N:3]=[C:2]([Cl:1])[N:7]=[C:6]([Cl:8])[N:5]=1. (7) Given the reactants [CH2:1]([N:3]([CH2:11][CH2:12][N:13]1[C:22]2[C:17](=[CH:18][C:19]([NH:23][C:24]([C:26]3[S:27][CH:28]=[CH:29][CH:30]=3)=[NH:25])=[CH:20][CH:21]=2)[CH2:16][CH2:15][CH2:14]1)C(=O)OC(C)(C)C)[CH3:2].Cl, predict the reaction product. The product is: [CH2:1]([NH:3][CH2:11][CH2:12][N:13]1[C:22]2[C:17](=[CH:18][C:19]([NH:23][C:24]([C:26]3[S:27][CH:28]=[CH:29][CH:30]=3)=[NH:25])=[CH:20][CH:21]=2)[CH2:16][CH2:15][CH2:14]1)[CH3:2]. (8) Given the reactants [OH:1][C:2]1[C:11]2[C:6](=[CH:7][CH:8]=[CH:9][CH:10]=2)[N:5]=[CH:4][N:3]=1.F[P-](F)(F)(F)(F)F.[N:19]1(O[P+](N(C)C)(N(C)C)N(C)C)[C:23]2[CH:24]=[CH:25][CH:26]=[CH:27][C:22]=2[N:21]=[N:20]1.C1CCN2C(=NCCC2)CC1, predict the reaction product. The product is: [N:19]1([O:1][C:2]2[C:11]3[C:6](=[CH:7][CH:8]=[CH:9][CH:10]=3)[N:5]=[CH:4][N:3]=2)[C:23]2[CH:24]=[CH:25][CH:26]=[CH:27][C:22]=2[N:21]=[N:20]1. (9) Given the reactants F[C:2]1[CH:16]=[CH:15][C:5]2[C:6](=[O:14])[N:7]3[CH2:13][CH2:12][CH2:11][C@H:8]3[CH2:9][O:10][C:4]=2[CH:3]=1.[CH3:17][O-:18].[Na+], predict the reaction product. The product is: [CH3:17][O:18][C:2]1[CH:16]=[CH:15][C:5]2[C:6](=[O:14])[N:7]3[CH2:13][CH2:12][CH2:11][C@H:8]3[CH2:9][O:10][C:4]=2[CH:3]=1.